Predict the reactants needed to synthesize the given product. From a dataset of Full USPTO retrosynthesis dataset with 1.9M reactions from patents (1976-2016). (1) Given the product [N:3]1([CH2:8][CH2:9][CH2:10][O:11][C:12]2[CH:13]=[CH:14][C:15]([C:18]3([C:19]#[N:20])[CH2:26][CH2:25][O:24][CH2:23][CH2:22]3)=[CH:16][CH:17]=2)[CH2:4][CH2:5][CH2:6][CH2:7]1, predict the reactants needed to synthesize it. The reactants are: [H-].[Na+].[N:3]1([CH2:8][CH2:9][CH2:10][O:11][C:12]2[CH:17]=[CH:16][C:15]([CH2:18][C:19]#[N:20])=[CH:14][CH:13]=2)[CH2:7][CH2:6][CH2:5][CH2:4]1.Br[CH2:22][CH2:23][O:24][CH2:25][CH2:26]Br. (2) The reactants are: [H-].[Al+3].[Li+].[H-].[H-].[H-].[NH2:7][C@H:8]1[CH2:13][N:12]([CH2:14][C:15]2[CH:20]=[CH:19][CH:18]=[CH:17][CH:16]=2)[C@@H:11]([CH2:21][C:22](OCC)=[O:23])[CH2:10][CH2:9]1. Given the product [NH2:7][C@H:8]1[CH2:13][N:12]([CH2:14][C:15]2[CH:20]=[CH:19][CH:18]=[CH:17][CH:16]=2)[C@@H:11]([CH2:21][CH2:22][OH:23])[CH2:10][CH2:9]1, predict the reactants needed to synthesize it. (3) Given the product [OH-:15].[CH2:2]([N+:4]1[CH:9]=[CH:8][C:7]([N:10]2[CH2:14][CH2:13][CH2:12][CH2:11]2)=[CH:6][CH:5]=1)[CH3:3], predict the reactants needed to synthesize it. The reactants are: [I-].[CH2:2]([N+:4]1[CH:9]=[CH:8][C:7]([N:10]2[CH2:14][CH2:13][CH2:12][CH2:11]2)=[CH:6][CH:5]=1)[CH3:3].[OH-:15]. (4) Given the product [Br:1][C:2]1[CH:3]=[CH:4][C:5]([C:8]([N:23]2[CH2:24][CH2:25][N:20]([C:17]3[C:16]([CH3:26])=[CH:15][C:14]([CH:11]4[CH2:12][CH2:13]4)=[CH:19][N:18]=3)[CH2:21][CH2:22]2)=[O:10])=[N:6][CH:7]=1, predict the reactants needed to synthesize it. The reactants are: [Br:1][C:2]1[CH:3]=[CH:4][C:5]([C:8]([OH:10])=O)=[N:6][CH:7]=1.[CH:11]1([C:14]2[CH:15]=[C:16]([CH3:26])[C:17]([N:20]3[CH2:25][CH2:24][NH:23][CH2:22][CH2:21]3)=[N:18][CH:19]=2)[CH2:13][CH2:12]1. (5) Given the product [C:1]([C:5]1[CH:10]=[C:9]([NH:11][S:12]([CH3:15])(=[O:14])=[O:13])[C:8]([O:16][CH3:17])=[C:7]([NH:18][C:19]([NH:21][C:22]2[C:31]3[C:26](=[CH:27][CH:28]=[CH:29][CH:30]=3)[C:25]([O:32][C:33]3[CH:38]=[CH:37][N:36]=[C:35]([NH:45][C:44]4[CH:46]=[C:47]([S:49]([CH2:51][CH2:52][O:53][CH2:54][CH2:55][O:56][CH2:57][CH2:58][O:59][CH3:60])=[O:50])[CH:48]=[C:42]([O:41][CH3:40])[CH:43]=4)[CH:34]=3)=[CH:24][CH:23]=2)=[O:20])[CH:6]=1)([CH3:4])([CH3:3])[CH3:2], predict the reactants needed to synthesize it. The reactants are: [C:1]([C:5]1[CH:6]=[C:7]([NH:18][C:19]([NH:21][C:22]2[C:31]3[C:26](=[CH:27][CH:28]=[CH:29][CH:30]=3)[C:25]([O:32][C:33]3[CH:38]=[CH:37][N:36]=[C:35](Cl)[CH:34]=3)=[CH:24][CH:23]=2)=[O:20])[C:8]([O:16][CH3:17])=[C:9]([NH:11][S:12]([CH3:15])(=[O:14])=[O:13])[CH:10]=1)([CH3:4])([CH3:3])[CH3:2].[CH3:40][O:41][C:42]1[CH:43]=[C:44]([CH:46]=[C:47]([S:49]([CH2:51][CH2:52][O:53][CH2:54][CH2:55][O:56][CH2:57][CH2:58][O:59][CH3:60])=[O:50])[CH:48]=1)[NH2:45].C([O-])([O-])=O.[K+].[K+].CC(C1C=C(C(C)C)C(C2C(P(C3CCCCC3)C3CCCCC3)=C(OC)C=CC=2OC)=C(C(C)C)C=1)C. (6) Given the product [CH3:17][C:18]([S@:21]([NH:23][CH:14]([C:4]1[CH:5]=[CH:6][C:7]([O:8][CH2:9][C:10]([F:13])([F:12])[F:11])=[C:2]([CH3:1])[CH:3]=1)[CH3:15])=[O:22])([CH3:20])[CH3:19], predict the reactants needed to synthesize it. The reactants are: [CH3:1][C:2]1[CH:3]=[C:4]([C:14](=O)[CH3:15])[CH:5]=[CH:6][C:7]=1[O:8][CH2:9][C:10]([F:13])([F:12])[F:11].[CH3:17][C:18]([S@:21]([NH2:23])=[O:22])([CH3:20])[CH3:19]. (7) Given the product [OH:7][CH:6]1[CH:2]([NH:21][CH3:20])[CH2:3][N:4]([C:8]([O:10][C:11]([CH3:14])([CH3:13])[CH3:12])=[O:9])[CH2:5]1, predict the reactants needed to synthesize it. The reactants are: Br[CH:2]1[CH:6]([OH:7])[CH2:5][N:4]([C:8]([O:10][C:11]([CH3:14])([CH3:13])[CH3:12])=[O:9])[CH2:3]1.C(=O)(O)[O-].[Na+].[CH3:20][NH2:21]. (8) The reactants are: Br[C:2]1[CH:7]=[CH:6][C:5]([S:8]([NH:11][C:12]([CH3:15])([CH3:14])[CH3:13])(=[O:10])=[O:9])=[C:4]([Cl:16])[C:3]=1[Cl:17].C1(C)C=CC=CC=1P(C1C=CC=CC=1C)C1C=CC=CC=1C.[CH:40]([O:42]CCCC)=[CH2:41]. Given the product [C:40]([C:2]1[CH:7]=[CH:6][C:5]([S:8]([NH:11][C:12]([CH3:15])([CH3:14])[CH3:13])(=[O:10])=[O:9])=[C:4]([Cl:16])[C:3]=1[Cl:17])(=[O:42])[CH3:41], predict the reactants needed to synthesize it. (9) Given the product [NH2:27][C:20]1[C:19]2[N:18]=[C:17]([CH3:28])[N:16]([CH2:15][CH2:14][NH:13][C:11]([NH:10][C@@H:8]3[CH2:9][C@H:7]3[C:1]3[CH:6]=[CH:5][CH:4]=[CH:3][CH:2]=3)=[O:12])[C:24]=2[C:23]([CH3:25])=[C:22]([CH3:26])[N:21]=1, predict the reactants needed to synthesize it. The reactants are: [C:1]1([C@@H:7]2[CH2:9][C@H:8]2[N:10]=[C:11]=[O:12])[CH:6]=[CH:5][CH:4]=[CH:3][CH:2]=1.[NH2:13][CH2:14][CH2:15][N:16]1[C:24]2[C:23]([CH3:25])=[C:22]([CH3:26])[N:21]=[C:20]([NH2:27])[C:19]=2[N:18]=[C:17]1[CH3:28]. (10) The reactants are: [Cl:1][C:2]1[C:35]([C:36]2([C:39]#[N:40])[CH2:38][CH2:37]2)=[CH:34][CH:33]=[CH:32][C:3]=1[C:4]([NH:6][C:7]1[CH:12]=[C:11]([O:13][C:14]2[CH:28]=[CH:27][C:17]3[N:18]=[C:19]([NH:21][C:22]([CH:24]4CC4)=[O:23])[S:20][C:16]=3[C:15]=2[C:29]#[N:30])[CH:10]=[CH:9][C:8]=1[F:31])=[O:5].N1C=CC=CC=1.C(Cl)(=O)C. Given the product [C:22]([NH:21][C:19]1[S:20][C:16]2[C:15]([C:29]#[N:30])=[C:14]([O:13][C:11]3[CH:10]=[CH:9][C:8]([F:31])=[C:7]([NH:6][C:4](=[O:5])[C:3]4[CH:32]=[CH:33][CH:34]=[C:35]([C:36]([C:39]#[N:40])([CH3:37])[CH3:38])[C:2]=4[Cl:1])[CH:12]=3)[CH:28]=[CH:27][C:17]=2[N:18]=1)(=[O:23])[CH3:24], predict the reactants needed to synthesize it.